Dataset: Catalyst prediction with 721,799 reactions and 888 catalyst types from USPTO. Task: Predict which catalyst facilitates the given reaction. (1) Reactant: Cl[CH2:2][C:3]([NH:5][C:6]1[S:7][C:8]([Cl:11])=[CH:9][CH:10]=1)=[O:4].Cl.[O:13]=[C:14]1[CH2:19][O:18][CH2:17][CH2:16][N:15]1[C:20]1[CH:25]=[CH:24][C:23]([NH:26][C:27]([CH:29]2[CH2:33][CH2:32][CH2:31][NH:30]2)=[O:28])=[CH:22][CH:21]=1.C(N(CC)CC)C. Product: [Cl:11][C:8]1[S:7][C:6]([NH:5][C:3]([CH2:2][N:30]2[CH2:31][CH2:32][CH2:33][C@@H:29]2[C:27]([NH:26][C:23]2[CH:22]=[CH:21][C:20]([N:15]3[CH2:16][CH2:17][O:18][CH2:19][C:14]3=[O:13])=[CH:25][CH:24]=2)=[O:28])=[O:4])=[CH:10][CH:9]=1. The catalyst class is: 2. (2) Reactant: [NH2:1][CH:2]([CH2:5][CH3:6])[CH2:3][CH3:4].Cl[C:8]1[N:13]2[N:14]=[C:15]([CH3:26])[C:16]([C:17]3[C:22]([CH3:23])=[CH:21][C:20]([CH3:24])=[CH:19][C:18]=3[CH3:25])=[C:12]2[N:11]=[C:10]([CH3:27])[C:9]=1[C:28]([O:30][CH2:31][CH3:32])=[O:29]. Product: [CH2:3]([CH:2]([NH:1][C:8]1[N:13]2[N:14]=[C:15]([CH3:26])[C:16]([C:17]3[C:22]([CH3:23])=[CH:21][C:20]([CH3:24])=[CH:19][C:18]=3[CH3:25])=[C:12]2[N:11]=[C:10]([CH3:27])[C:9]=1[C:28]([O:30][CH2:31][CH3:32])=[O:29])[CH2:5][CH3:6])[CH3:4]. The catalyst class is: 10. (3) Product: [CH2:2]([O:6][CH:7]1[CH2:10][N:9]([C:55](=[O:56])/[CH:54]=[CH:53]/[C:48]2[CH:47]=[C:46]3[C:51](=[N:50][CH:49]=2)[NH:52][C:43](=[O:42])[C:44]2([CH2:37][CH2:36][N:35]([CH3:32])[CH2:38][CH2:40]2)[CH2:45]3)[CH2:8]1)[CH2:3][CH2:4][CH3:5]. Reactant: Cl.[CH2:2]([O:6][CH:7]1[CH2:10][NH:9][CH2:8]1)[CH2:3][CH2:4][CH3:5].CCN=C=NCCCN(C)C.C1C=CC2N(O)N=NC=2C=1.[CH:32]([N:35]([CH:38]([CH3:40])C)[CH2:36][CH3:37])(C)C.Cl.[O:42]=[C:43]1[NH:52][C:51]2[N:50]=[CH:49][C:48](/[CH:53]=[CH:54]/[C:55](O)=[O:56])=[CH:47][C:46]=2[CH2:45][CH2:44]1. The catalyst class is: 255. (4) Reactant: [F:1][C:2]1[CH:7]=[CH:6][C:5]([NH:8][C:9]([C:11]2([C:14]([NH:16][C:17]3[CH:22]=[CH:21][C:20]([O:23][C:24]4[C:33]5[C:28](=[CH:29][C:30]([O:36][CH3:37])=[C:31]([O:34][CH3:35])[CH:32]=5)[N:27]=[CH:26][CH:25]=4)=[CH:19][CH:18]=3)=[O:15])[CH2:13][CH2:12]2)=[O:10])=[CH:4][CH:3]=1.[C:38]([OH:46])(=[O:45])[C@H:39]([CH2:41][C:42]([OH:44])=[O:43])[OH:40].C(C(C)=O)C. Product: [C:38]([OH:46])(=[O:45])[CH:39]([CH2:41][C:42]([OH:44])=[O:43])[OH:40].[F:1][C:2]1[CH:3]=[CH:4][C:5]([NH:8][C:9]([C:11]2([C:14]([NH:16][C:17]3[CH:18]=[CH:19][C:20]([O:23][C:24]4[C:33]5[C:28](=[CH:29][C:30]([O:36][CH3:37])=[C:31]([O:34][CH3:35])[CH:32]=5)[N:27]=[CH:26][CH:25]=4)=[CH:21][CH:22]=3)=[O:15])[CH2:12][CH2:13]2)=[O:10])=[CH:6][CH:7]=1. The catalyst class is: 6. (5) Reactant: [CH3:1][C:2]([S@:5]([NH2:7])=[O:6])([CH3:4])[CH3:3].[F:8][C:9]1[CH:14]=[CH:13][CH:12]=[CH:11][C:10]=1[C:15](=O)[CH3:16].[BH4-].[Na+]. Product: [F:8][C:9]1[CH:14]=[CH:13][CH:12]=[CH:11][C:10]=1[C@H:15]([NH:7][S@@:5]([C:2]([CH3:4])([CH3:3])[CH3:1])=[O:6])[CH3:16]. The catalyst class is: 1. (6) Reactant: [CH3:1][O:2][C:3]1[CH:11]=[CH:10][C:6]([CH2:7][CH2:8][NH2:9])=[CH:5][CH:4]=1. Product: [CH3:1][O:2][C:3]1[CH:11]=[CH:10][C:6]([CH:7]([NH:9][CH2:8][CH2:7][C:6]2[CH:10]=[CH:11][C:3]([O:2][CH3:1])=[CH:4][CH:5]=2)[C:8]#[N:9])=[CH:5][CH:4]=1. The catalyst class is: 5. (7) Reactant: Br[C:2]1[CH:7]=[CH:6][C:5]([F:8])=[CH:4][C:3]=1[C:9]1([NH2:12])[CH2:11][CH2:10]1.CCN(C(C)C)C(C)C.C[CH2:23][O:24]C(C)=O. Product: [F:8][C:5]1[CH:4]=[C:3]2[C:2]([C:23](=[O:24])[NH:12][C:9]32[CH2:11][CH2:10]3)=[CH:7][CH:6]=1. The catalyst class is: 151.